This data is from Full USPTO retrosynthesis dataset with 1.9M reactions from patents (1976-2016). The task is: Predict the reactants needed to synthesize the given product. (1) Given the product [F:1][C:2]1[CH:7]=[CH:6][CH:5]=[CH:4][C:3]=1[CH:8]1[C:13](=[CH:34][C:30]2[CH:29]=[CH:28][CH:27]=[CH:26][N:25]=2)[C:12](=[O:14])[C:11]([CH3:15])([CH3:16])[CH2:10][N:9]1[CH2:17][C:18]1[S:19][CH:20]=[CH:21][CH:22]=1, predict the reactants needed to synthesize it. The reactants are: [F:1][C:2]1[CH:7]=[CH:6][CH:5]=[CH:4][C:3]=1[CH:8]1[CH2:13][C:12](=[O:14])[C:11]([CH3:16])([CH3:15])[CH2:10][N:9]1[CH2:17][C:18]1[S:19][CH:20]=[CH:21][CH:22]=1.[OH-].[Na+].[N:25]1[CH:30]=[CH:29][CH:28]=[C:27](C=O)[CH:26]=1.Cl.[CH3:34]O. (2) Given the product [CH:1]1([C:4](=[O:6])[CH2:21][C:17](=[O:20])[CH3:18])[CH2:3][CH2:2]1, predict the reactants needed to synthesize it. The reactants are: [CH:1]1([C:4]([OH:6])=O)[CH2:3][CH2:2]1.C(N1[CH:18]=[CH:17]N=C1)(N1C=CN=C1)=O.Cl.[OH2:20].[CH3:21]N(C)C=O.